This data is from Catalyst prediction with 721,799 reactions and 888 catalyst types from USPTO. The task is: Predict which catalyst facilitates the given reaction. (1) Reactant: [CH3:1][N:2]1[CH2:9][CH:8]2[C:10](=[CH:11][C:12]([O:14][CH2:15]C)=[O:13])[CH:4]([CH2:5][CH2:6][CH2:7]2)[CH2:3]1.[Mg].[Cl-].[NH4+]. Product: [CH3:1][N:2]1[CH2:9][CH:8]2[CH:10]([CH2:11][C:12]([O:14][CH3:15])=[O:13])[CH:4]([CH2:5][CH2:6][CH2:7]2)[CH2:3]1. The catalyst class is: 5. (2) Reactant: [N:1]([CH2:4][C@@H:5]1[O:9][C:8](=[O:10])[N:7]([C:11]2[CH:16]=[CH:15][C:14]([I:17])=[C:13]([F:18])[CH:12]=2)[CH2:6]1)=[N+:2]=[N-:3].[CH2:19]([OH:22])[C:20]#[CH:21]. Product: [F:18][C:13]1[CH:12]=[C:11]([N:7]2[CH2:6][C@H:5]([CH2:4][N:1]3[CH:21]=[C:20]([CH2:19][OH:22])[N:3]=[N:2]3)[O:9][C:8]2=[O:10])[CH:16]=[CH:15][C:14]=1[I:17]. The catalyst class is: 767.